From a dataset of Forward reaction prediction with 1.9M reactions from USPTO patents (1976-2016). Predict the product of the given reaction. (1) The product is: [CH3:10][O:9][C:7]1[CH:8]=[C:3]([O:2][CH3:1])[N:4]=[C:5]([N:11]2[C:20](=[O:21])[C:19]3[C:14](=[CH:15][C:16]([C:22]([NH:36][CH2:35][C:34]4[CH:33]=[CH:32][C:31]([S:28]([NH:27][CH3:26])(=[O:30])=[O:29])=[CH:38][CH:37]=4)=[O:23])=[CH:17][CH:18]=3)[NH:13][C:12]2=[S:25])[N:6]=1. Given the reactants [CH3:1][O:2][C:3]1[CH:8]=[C:7]([O:9][CH3:10])[N:6]=[C:5]([N:11]2[C:20](=[O:21])[C:19]3[C:14](=[CH:15][C:16]([C:22](O)=[O:23])=[CH:17][CH:18]=3)[NH:13][C:12]2=[S:25])[N:4]=1.[CH3:26][NH:27][S:28]([C:31]1[CH:38]=[CH:37][C:34]([CH2:35][NH2:36])=[CH:33][CH:32]=1)(=[O:30])=[O:29].CCN(C(C)C)C(C)C.CN(C(ON1N=NC2C=CC=NC1=2)=[N+](C)C)C.F[P-](F)(F)(F)(F)F, predict the reaction product. (2) Given the reactants [NH2:1][C:2]1[N:3]=[C:4]([Cl:39])[C:5]2[CH:10]=[CH:9][N:8]([C@@H:11]3[O:26][C@H:25]([CH2:27][O:28]CC4C=CC(Cl)=CC=4Cl)[C@@H:14]([O:15]CC4C=CC(Cl)=CC=4Cl)[C@@:12]3([CH3:38])[OH:13])[C:6]=2[N:7]=1.B(Cl)(Cl)Cl, predict the reaction product. The product is: [NH2:1][C:2]1[N:3]=[C:4]([Cl:39])[C:5]2[CH:10]=[CH:9][N:8]([C@@H:11]3[O:26][C@H:25]([CH2:27][OH:28])[C@@H:14]([OH:15])[C@@:12]3([CH3:38])[OH:13])[C:6]=2[N:7]=1. (3) Given the reactants [CH2:1]1[C:15]2[C:10](=[CH:11][CH:12]=[CH:13][CH:14]=2)[N:9]([C:16]([NH2:18])=[O:17])[C:8]2[C:3](=[CH:4][CH:5]=[CH:6][CH:7]=2)[C@H:2]1[OH:19].N1C=CC=CC=1.[C:26](Cl)(=[O:28])[CH3:27], predict the reaction product. The product is: [CH3:27][C:26]([O:19][C@@H:2]1[C:3]2[C:8](=[CH:7][CH:6]=[CH:5][CH:4]=2)[N:9]([C:16]([NH2:18])=[O:17])[C:10]2[C:15](=[CH:14][CH:13]=[CH:12][CH:11]=2)[CH2:1]1)=[O:28].